This data is from Full USPTO retrosynthesis dataset with 1.9M reactions from patents (1976-2016). The task is: Predict the reactants needed to synthesize the given product. (1) Given the product [N:4]1([CH2:3][CH2:2][O:10][C:11]2[CH:12]=[C:13]3[C:18](=[CH:19][CH:20]=2)[N:17]=[C:16]([C:21]2[CH:22]=[N:23][CH:24]=[CH:25][CH:26]=2)[N:15]=[C:14]3[NH:27][C:28]2[CH:36]=[CH:35][CH:34]=[CH:33][C:29]=2[C:30]([NH2:32])=[O:31])[CH2:9][CH2:8][CH2:7][CH2:6][CH2:5]1, predict the reactants needed to synthesize it. The reactants are: Cl[CH2:2][CH2:3][N:4]1[CH2:9][CH2:8][CH2:7][CH2:6][CH2:5]1.[OH:10][C:11]1[CH:12]=[C:13]2[C:18](=[CH:19][CH:20]=1)[N:17]=[C:16]([C:21]1[CH:22]=[N:23][CH:24]=[CH:25][CH:26]=1)[N:15]=[C:14]2[NH:27][C:28]1[CH:36]=[CH:35][CH:34]=[CH:33][C:29]=1[C:30]([NH2:32])=[O:31].CCN(P1(N(C)CCCN1C)=NC(C)(C)C)CC. (2) Given the product [NH2:22][C:3]1[C:4]([C:20]#[N:21])=[N:5][C:6]([C:8]2[CH:13]=[CH:12][C:11]([O:14][CH3:15])=[C:10]([C:16]([F:19])([F:17])[F:18])[CH:9]=2)=[CH:7][C:2]=1[NH2:1], predict the reactants needed to synthesize it. The reactants are: [NH2:1][C:2]1[CH:7]=[C:6]([C:8]2[CH:13]=[CH:12][C:11]([O:14][CH3:15])=[C:10]([C:16]([F:19])([F:18])[F:17])[CH:9]=2)[N:5]=[C:4]([C:20]#[N:21])[C:3]=1[N+:22]([O-])=O.Cl.O. (3) Given the product [CH2:1]([N:8]1[CH2:13][CH2:14][O:15][CH2:10][C:9]1=[O:12])[C:2]1[CH:7]=[CH:6][CH:5]=[CH:4][CH:3]=1, predict the reactants needed to synthesize it. The reactants are: [CH2:1]([N:8]([CH2:13][CH2:14][OH:15])[C:9](=[O:12])[CH2:10]Cl)[C:2]1[CH:7]=[CH:6][CH:5]=[CH:4][CH:3]=1.CC(C)([O-])C.[K+]. (4) Given the product [O:18]1[CH2:19][CH2:20][N:15]([C:6]2[N:5]=[C:4]([NH2:8])[CH:3]=[CH:2][CH:7]=2)[CH2:16][CH2:17]1, predict the reactants needed to synthesize it. The reactants are: Cl[C:2]1[CH:7]=[CH:6][N:5]=[C:4]([NH2:8])[CH:3]=1.C([O-])([O-])=O.[K+].[K+].[NH:15]1[CH2:20][CH2:19][O:18][CH2:17][CH2:16]1. (5) The reactants are: [NH2:1][C@H:2]1[CH2:7][CH2:6][N:5]([C:8]2[C:9]([F:18])=[C:10]([CH:15]=[CH:16][CH:17]=2)[C:11]([O:13][CH3:14])=[O:12])[CH2:4][C@H:3]1[O:19][CH3:20].[Cl:21][C:22]1[N:23]=[C:24]([C:29](O)=[O:30])[NH:25][C:26]=1[CH2:27][CH3:28].CCN=C=NCCCN(C)C.Cl.C1C=CC2N(O)N=NC=2C=1. Given the product [Cl:21][C:22]1[N:23]=[C:24]([C:29]([NH:1][C@H:2]2[CH2:7][CH2:6][N:5]([C:8]3[C:9]([F:18])=[C:10]([CH:15]=[CH:16][CH:17]=3)[C:11]([O:13][CH3:14])=[O:12])[CH2:4][C@H:3]2[O:19][CH3:20])=[O:30])[NH:25][C:26]=1[CH2:27][CH3:28], predict the reactants needed to synthesize it. (6) Given the product [CH3:12][O:11][C:4]1[CH:3]=[C:2]([N:13]2[CH2:18][CH2:17][O:16][CH2:15][CH2:14]2)[CH:7]=[CH:6][C:5]=1[N+:8]([O-:10])=[O:9], predict the reactants needed to synthesize it. The reactants are: F[C:2]1[CH:7]=[CH:6][C:5]([N+:8]([O-:10])=[O:9])=[C:4]([O:11][CH3:12])[CH:3]=1.[NH:13]1[CH2:18][CH2:17][O:16][CH2:15][CH2:14]1.C(N(CC)CC)C.